From a dataset of Full USPTO retrosynthesis dataset with 1.9M reactions from patents (1976-2016). Predict the reactants needed to synthesize the given product. (1) Given the product [CH3:21][O:20][N:19]([CH3:18])[C:14]([C:13]1[N:9]([CH3:8])[CH:10]=[N:11][CH:12]=1)=[O:16], predict the reactants needed to synthesize it. The reactants are: C(N(CC)CC)C.[CH3:8][N:9]1[C:13]([C:14]([OH:16])=O)=[CH:12][N:11]=[CH:10]1.Cl.[CH3:18][NH:19][O:20][CH3:21].CCN=C=NCCCN(C)C. (2) Given the product [Cl:1][C:2]1[CH:3]=[C:4]([CH:12]([C:13]2[NH:51][C:16]([C:18]3[CH:23]=[N:22][CH:21]=[CH:20][N:19]=3)=[CH:15][CH:14]=2)[CH2:25][C@H:26]2[CH2:46][CH2:45][C:28]3([O:29][C@H:30]([C:39]4[CH:44]=[CH:43][CH:42]=[CH:41][CH:40]=4)[C@@H:31]([C:33]4[CH:34]=[CH:35][CH:36]=[CH:37][CH:38]=4)[O:32]3)[CH2:27]2)[CH:5]=[CH:6][C:7]=1[S:8]([CH3:11])(=[O:10])=[O:9], predict the reactants needed to synthesize it. The reactants are: [Cl:1][C:2]1[CH:3]=[C:4]([CH:12]([CH2:25][C@H:26]2[CH2:46][CH2:45][C:28]3([O:32][C@H:31]([C:33]4[CH:38]=[CH:37][CH:36]=[CH:35][CH:34]=4)[C@@H:30]([C:39]4[CH:44]=[CH:43][CH:42]=[CH:41][CH:40]=4)[O:29]3)[CH2:27]2)[C:13](=O)[CH2:14][CH2:15][C:16]([C:18]2[CH:23]=[N:22][CH:21]=[CH:20][N:19]=2)=O)[CH:5]=[CH:6][C:7]=1[S:8]([CH3:11])(=[O:10])=[O:9].C([O-])(=O)C.[NH4+:51].C(=O)([O-])O.[Na+]. (3) Given the product [NH2:19][C:10]1[C:9]2[N:8]=[CH:7][N:6]([CH2:5][CH2:4][CH2:3][CH2:2][NH:1][C:32](=[O:33])[C:31]3[CH:30]=[CH:29][C:28]([C:20](=[O:27])[C:21]4[CH:26]=[CH:25][CH:24]=[CH:23][CH:22]=4)=[CH:36][CH:35]=3)[C:18]=2[C:17]2[CH:16]=[CH:15][CH:14]=[CH:13][C:12]=2[N:11]=1, predict the reactants needed to synthesize it. The reactants are: [NH2:1][CH2:2][CH2:3][CH2:4][CH2:5][N:6]1[C:18]2[C:17]3[CH:16]=[CH:15][CH:14]=[CH:13][C:12]=3[N:11]=[C:10]([NH2:19])[C:9]=2[N:8]=[CH:7]1.[C:20]([C:28]1[CH:36]=[CH:35][C:31]([C:32](Cl)=[O:33])=[CH:30][CH:29]=1)(=[O:27])[C:21]1[CH:26]=[CH:25][CH:24]=[CH:23][CH:22]=1. (4) The reactants are: [CH2:1]([N:3]([CH2:16][CH3:17])[CH:4]1[CH2:12][C:11]2[C:6](=[CH:7][CH:8]=[C:9]([N+:13]([O-])=O)[CH:10]=2)[CH2:5]1)[CH3:2]. Given the product [CH2:16]([N:3]([CH2:1][CH3:2])[CH:4]1[CH2:12][C:11]2[C:6](=[CH:7][CH:8]=[C:9]([NH2:13])[CH:10]=2)[CH2:5]1)[CH3:17], predict the reactants needed to synthesize it. (5) Given the product [Cl:3][C:4]1[CH:5]=[CH:6][C:7]([C:10]2[O:14][C:13]([CH2:15][CH2:16][OH:17])=[C:12]([C:20]([O:22][CH3:23])=[O:21])[CH:11]=2)=[CH:8][CH:9]=1, predict the reactants needed to synthesize it. The reactants are: [BH4-].[Na+].[Cl:3][C:4]1[CH:9]=[CH:8][C:7]([C:10]2[O:14][C:13]([CH2:15][C:16](OC)=[O:17])=[C:12]([C:20]([O:22][CH3:23])=[O:21])[CH:11]=2)=[CH:6][CH:5]=1.CO.C1COCC1. (6) Given the product [F:26][C:27]1[CH:32]=[CH:31][CH:30]=[CH:29][C:28]=1[N:33]1[C:5]([C:7]2[C:12](=[O:13])[CH:11]=[CH:10][N:9]([C:14]3[CH:19]=[CH:18][C:17]([S:20]([NH:23][CH3:24])(=[O:22])=[O:21])=[CH:16][CH:15]=3)[N:8]=2)=[CH:4][CH:3]=[N:34]1, predict the reactants needed to synthesize it. The reactants are: CN(C)/[CH:3]=[CH:4]/[C:5]([C:7]1[C:12](=[O:13])[CH:11]=[CH:10][N:9]([C:14]2[CH:19]=[CH:18][C:17]([S:20]([NH:23][CH3:24])(=[O:22])=[O:21])=[CH:16][CH:15]=2)[N:8]=1)=O.[F:26][C:27]1[CH:32]=[CH:31][CH:30]=[CH:29][C:28]=1[NH:33][NH2:34].